From a dataset of CYP1A2 inhibition data for predicting drug metabolism from PubChem BioAssay. Regression/Classification. Given a drug SMILES string, predict its absorption, distribution, metabolism, or excretion properties. Task type varies by dataset: regression for continuous measurements (e.g., permeability, clearance, half-life) or binary classification for categorical outcomes (e.g., BBB penetration, CYP inhibition). Dataset: cyp1a2_veith. (1) The molecule is CC[C@@H]1OC(=O)[C@H](C)[C@H](O[C@@H]2C[C@](C)(OC)[C@H](O)[C@H](C)O2)[C@H](C)[C@H](O[C@@H]2O[C@@H](C)C[C@@H](N(C)C)[C@@H]2O)[C@](C)(O)C[C@H](C)C(=O)[C@H](C)[C@H](O)[C@]1(C)O. The result is 0 (non-inhibitor). (2) The molecule is Nc1nc(-c2cc(-c3cccc4ccccc34)nc(N)n2)cc(-c2cccc3ccccc23)n1. The result is 0 (non-inhibitor). (3) The compound is CN(C)c1ncc2ncc(=O)n(CCC#N)c2n1. The result is 1 (inhibitor). (4) The molecule is CCCC[C@H](CC)CN1CN(C[C@@H](CC)CCCC)CC(C)(N)C1. The result is 0 (non-inhibitor). (5) The drug is CN1CCN(c2ncnc3ccc(-c4cccnc4)cc23)CC1. The result is 1 (inhibitor). (6) The molecule is Cc1cccc(N(CC(=O)N2CCOCC2)S(C)(=O)=O)c1. The result is 0 (non-inhibitor). (7) The molecule is COc1ccc(C(=O)O/N=C/c2ccc(S(=O)c3ccc(Cl)cc3)nc2)cc1. The result is 0 (non-inhibitor).